This data is from Catalyst prediction with 721,799 reactions and 888 catalyst types from USPTO. The task is: Predict which catalyst facilitates the given reaction. (1) Reactant: [C:1]([CH:3]([NH:12][C:13]([C@@H:15]1[CH2:20][CH2:19][CH2:18][CH2:17][C@H:16]1[C:21]([OH:23])=O)=[O:14])[C:4]1[CH:9]=[CH:8][CH:7]=[CH:6][C:5]=1[O:10][CH3:11])#[N:2].[NH:24]1[CH2:29][CH2:28][O:27][CH2:26][CH2:25]1.C(N(CC)C(C)C)(C)C.ON1C2C=CC=CC=2N=N1. Product: [C:1]([CH:3]([C:4]1[CH:9]=[CH:8][CH:7]=[CH:6][C:5]=1[O:10][CH3:11])[NH:12][C:13]([C@@H:15]1[CH2:20][CH2:19][CH2:18][CH2:17][C@H:16]1[C:21]([N:24]1[CH2:29][CH2:28][O:27][CH2:26][CH2:25]1)=[O:23])=[O:14])#[N:2]. The catalyst class is: 7. (2) Product: [CH:21]([C:16]1[CH:17]=[CH:18][CH:19]=[CH:20][C:15]=1[S:14][C:11]1[CH:12]=[CH:13][C:8]([C:6]2[N:5]=[CH:4][N:3]=[C:2]([N:28]3[CH2:33][CH2:32][O:31][CH2:30][CH2:29]3)[CH:7]=2)=[CH:9][C:10]=1[C:24]([F:27])([F:26])[F:25])([CH3:23])[CH3:22]. The catalyst class is: 3. Reactant: Cl[C:2]1[CH:7]=[C:6]([C:8]2[CH:13]=[CH:12][C:11]([S:14][C:15]3[CH:20]=[CH:19][CH:18]=[CH:17][C:16]=3[CH:21]([CH3:23])[CH3:22])=[C:10]([C:24]([F:27])([F:26])[F:25])[CH:9]=2)[N:5]=[CH:4][N:3]=1.[NH:28]1[CH2:33][CH2:32][O:31][CH2:30][CH2:29]1.C(=O)([O-])[O-].[K+].[K+]. (3) Reactant: [C:1]([O:5][C:6]([N:8]1[CH2:13][CH2:12][CH2:11][CH2:10][CH:9]1[CH2:14][OH:15])=[O:7])([CH3:4])([CH3:3])[CH3:2].CN1CCOCC1. Product: [C:1]([O:5][C:6]([N:8]1[CH2:13][CH2:12][CH2:11][CH2:10][CH:9]1[CH:14]=[O:15])=[O:7])([CH3:4])([CH3:3])[CH3:2]. The catalyst class is: 678. (4) Reactant: Cl[C:2]1[CH2:3][CH2:4][CH2:5][CH2:6][CH2:7][N:8]=1.[Br:9][C:10]1[CH:19]=[CH:18][CH:17]=[CH:16][C:11]=1[C:12]([NH:14][NH2:15])=[O:13].[OH-].[Na+].C(OCC)C. Product: [N:8]1[CH2:7][CH2:6][CH2:5][CH2:4][CH2:3][C:2]=1[NH:15][NH:14][C:12](=[O:13])[C:11]1[CH:16]=[CH:17][CH:18]=[CH:19][C:10]=1[Br:9]. The catalyst class is: 48.